This data is from Catalyst prediction with 721,799 reactions and 888 catalyst types from USPTO. The task is: Predict which catalyst facilitates the given reaction. (1) Reactant: C(OC(=O)[NH:10][C:11]([CH3:36])([CH3:35])[CH2:12][C:13]1[CH:18]=[CH:17][C:16]([C:19]2[N:23]=[CH:22][N:21]([C:24]3[CH:29]=[CH:28][C:27]([O:30][C:31]([F:34])([F:33])[F:32])=[CH:26][CH:25]=3)[N:20]=2)=[CH:15][CH:14]=1)C1C=CC=CC=1. Product: [CH3:36][C:11]([NH2:10])([CH3:35])[CH2:12][C:13]1[CH:18]=[CH:17][C:16]([C:19]2[N:23]=[CH:22][N:21]([C:24]3[CH:29]=[CH:28][C:27]([O:30][C:31]([F:32])([F:34])[F:33])=[CH:26][CH:25]=3)[N:20]=2)=[CH:15][CH:14]=1. The catalyst class is: 5. (2) Reactant: [NH2:1][C:2]1[C:7]([C:8]([NH:10][CH2:11][C:12]2[CH:17]=[CH:16][C:15]([O-:18])=[CH:14][CH:13]=2)=[O:9])=[CH:6][CH:5]=[CH:4][N:3]=1.[Na+].Br[CH2:21][CH2:22][CH2:23][CH2:24][CH2:25][CH2:26][CH3:27].C(=O)([O-])[O-].[Cs+].[Cs+].CN(C=O)C. Product: [CH2:21]([O:18][C:15]1[CH:14]=[CH:13][C:12]([CH2:11][NH:10][C:8](=[O:9])[C:7]2[CH:6]=[CH:5][CH:4]=[N:3][C:2]=2[NH2:1])=[CH:17][CH:16]=1)[CH2:22][CH2:23][CH2:24][CH2:25][CH2:26][CH3:27]. The catalyst class is: 6.